From a dataset of Reaction yield outcomes from USPTO patents with 853,638 reactions. Predict the reaction yield, written as a fraction of the theoretical maximum amount of product (1.0 means a 100% yield; for example, 0.34 means a 34% yield). (1) The reactants are [Cl:1][C:2]1[CH:3]=[C:4]2[C:8](=[C:9]([Cl:11])[CH:10]=1)[NH:7][C:6]([C:12](Cl)=[O:13])=[CH:5]2.N1C=CC=CC=1.[CH:21]1[C:26]([NH2:27])=[CH:25][CH:24]=[C:23]([S:28]([NH:31][C:32]2[S:36][CH:35]=[CH:34][N:33]=2)(=[O:30])=[O:29])[CH:22]=1. The catalyst is C(Cl)Cl. The product is [S:36]1[CH:35]=[CH:34][N:33]=[C:32]1[NH:31][S:28]([C:23]1[CH:22]=[CH:21][C:26]([NH:27][C:12]([C:6]2[NH:7][C:8]3[C:4]([CH:5]=2)=[CH:3][C:2]([Cl:1])=[CH:10][C:9]=3[Cl:11])=[O:13])=[CH:25][CH:24]=1)(=[O:30])=[O:29]. The yield is 0.900. (2) The reactants are C[O:2][C:3]([C@@H:5]([NH:14][C:15](=[O:24])[O:16][CH2:17][C:18]1[CH:23]=[CH:22][N:21]=[CH:20][CH:19]=1)[CH2:6][C:7]1[CH:12]=[CH:11][C:10]([OH:13])=[CH:9][CH:8]=1)=[O:4].O[Li].O. The catalyst is C1COCC1.O. The product is [C:3]([C@@H:5]([NH:14][C:15](=[O:24])[O:16][CH2:17][C:18]1[CH:23]=[CH:22][N:21]=[CH:20][CH:19]=1)[CH2:6][C:7]1[CH:12]=[CH:11][C:10]([OH:13])=[CH:9][CH:8]=1)([OH:4])=[O:2]. The yield is 0.780. (3) The product is [F:29][C:26]1[CH:25]=[CH:24][C:23]([CH2:22][NH:21][C:20]([C:8]2[C:9](=[O:19])[C:10]([O:11][CH2:12][C:13]3[CH:18]=[CH:17][CH:16]=[CH:15][CH:14]=3)=[C:5]3[C:3](=[O:2])[N:34]4[C@H:35]([CH3:42])[CH2:36][CH2:37][N:38]([CH:39]([CH3:41])[CH3:40])[C@H:32]4[CH2:31][N:6]3[CH:7]=2)=[O:30])=[CH:28][CH:27]=1. The yield is 0.560. The reactants are C[O:2][C:3]([C:5]1[N:6]([CH2:31][CH:32]=O)[CH:7]=[C:8]([C:20](=[O:30])[NH:21][CH2:22][C:23]2[CH:28]=[CH:27][C:26]([F:29])=[CH:25][CH:24]=2)[C:9](=[O:19])[C:10]=1[O:11][CH2:12][C:13]1[CH:18]=[CH:17][CH:16]=[CH:15][CH:14]=1)=O.[NH2:34][C@H:35]([CH3:42])[CH2:36][CH2:37][NH:38][CH:39]([CH3:41])[CH3:40].C(O)(=O)C. The catalyst is ClCCl. (4) The reactants are [NH2:1][C:2]1[CH:7]=[CH:6][CH:5]=[CH:4][C:3]=1[C:8]#[C:9][C:10]1[C:11]([O:32][CH3:33])=[CH:12][C:13]([O:30][CH3:31])=[C:14](/[CH:16]=[CH:17]/[C:18]([C:20]2[CH:25]=[CH:24][C:23]([S:26]([NH2:29])(=[O:28])=[O:27])=[CH:22][CH:21]=2)=[O:19])[CH:15]=1. The catalyst is C(#N)C.Cl[Pd]Cl. The product is [NH:1]1[C:2]2[C:3](=[CH:4][CH:5]=[CH:6][CH:7]=2)[CH:8]=[C:9]1[C:10]1[C:11]([O:32][CH3:33])=[CH:12][C:13]([O:30][CH3:31])=[C:14](/[CH:16]=[CH:17]/[C:18]([C:20]2[CH:25]=[CH:24][C:23]([S:26]([NH2:29])(=[O:28])=[O:27])=[CH:22][CH:21]=2)=[O:19])[CH:15]=1. The yield is 0.830. (5) The reactants are [NH:1]1[CH:5]=[CH:4][C:3]([C:6]([NH:8][C:9]2[CH:14]=[CH:13][C:12]([C@@H:15]3[O:20][CH2:19][CH2:18][N:17]([C:21]([O:23][C:24]([CH3:27])([CH3:26])[CH3:25])=[O:22])[CH2:16]3)=[CH:11][CH:10]=2)=[O:7])=[N:2]1.Cl[C:29]1[N:34]=[CH:33][C:32]([C:35]([F:38])([F:37])[F:36])=[CH:31][N:30]=1.C(=O)([O-])[O-].[K+].[K+].O. The yield is 0.240. The product is [F:36][C:35]([F:38])([F:37])[C:32]1[CH:31]=[N:30][C:29]([N:1]2[CH:5]=[CH:4][C:3]([C:6]([NH:8][C:9]3[CH:14]=[CH:13][C:12]([C@@H:15]4[O:20][CH2:19][CH2:18][N:17]([C:21]([O:23][C:24]([CH3:27])([CH3:26])[CH3:25])=[O:22])[CH2:16]4)=[CH:11][CH:10]=3)=[O:7])=[N:2]2)=[N:34][CH:33]=1. The catalyst is CS(C)=O. (6) The reactants are CCCCCC.[S:7]1[CH:11]=[CH:10][C:9]2[CH:12]=[CH:13][CH:14]=[CH:15][C:8]1=2.[Br:16][C:17]1[CH:18]=[CH:19][C:20]([O:25][CH3:26])=[C:21]([CH:24]=1)[CH:22]=[O:23].[Cl-].[NH4+]. The catalyst is O1CCCC1. The product is [S:7]1[C:8]2[CH:15]=[CH:14][CH:13]=[CH:12][C:9]=2[CH:10]=[C:11]1[CH:22]([C:21]1[CH:24]=[C:17]([Br:16])[CH:18]=[CH:19][C:20]=1[O:25][CH3:26])[OH:23]. The yield is 0.690. (7) The reactants are [CH3:1][O:2][C:3]1[C:4]([CH3:31])=[C:5]([C:22]([O:29][CH3:30])=[C:23]([O:27][CH3:28])[C:24]=1[O:25][CH3:26])[CH2:6][C:7]1[CH:8]=[CH:9][C:10]([OH:21])=[C:11]([CH:20]=1)[C:12]([N:14]1[CH2:19][CH2:18][O:17][CH2:16][CH2:15]1)=[O:13].[N:32]1[CH:37]=[CH:36][CH:35]=[C:34](B(O)O)[CH:33]=1.C(N(CC)CC)C.N1C=CC=CC=1. The catalyst is C(Cl)Cl.C([O-])(=O)C.[Cu+2].C([O-])(=O)C. The product is [CH3:1][O:2][C:3]1[C:4]([CH3:31])=[C:5]([C:22]([O:29][CH3:30])=[C:23]([O:27][CH3:28])[C:24]=1[O:25][CH3:26])[CH2:6][C:7]1[CH:8]=[CH:9][C:10]([O:21][C:34]2[CH:33]=[N:32][CH:37]=[CH:36][CH:35]=2)=[C:11]([CH:20]=1)[C:12]([N:14]1[CH2:15][CH2:16][O:17][CH2:18][CH2:19]1)=[O:13]. The yield is 0.420. (8) The reactants are [F:1][C:2]1[CH:7]=[C:6]([F:8])[CH:5]=[CH:4][C:3]=1[CH2:9][NH:10][C:11]([C:13]1[C:14](=[O:38])[C:15]([O:30]CC2C=CC=CC=2)=[C:16]2[C:21](=[O:22])[N:20]3[CH2:23][C@H:24]4[CH2:28][CH2:27][CH2:26][N:25]4[C@@H:19]3[CH2:18][N:17]2[CH:29]=1)=[O:12].[OH-].[NH4+]. The yield is 0.784. The catalyst is [Pd].C(O)C. The product is [F:1][C:2]1[CH:7]=[C:6]([F:8])[CH:5]=[CH:4][C:3]=1[CH2:9][NH:10][C:11]([C:13]1[C:14](=[O:38])[C:15]([OH:30])=[C:16]2[C:21](=[O:22])[N:20]3[CH2:23][C@H:24]4[CH2:28][CH2:27][CH2:26][N:25]4[C@@H:19]3[CH2:18][N:17]2[CH:29]=1)=[O:12]. (9) The reactants are [NH2:1][C:2]1[C:3]([Br:12])=[CH:4][C:5]([Cl:11])=[C:6]([CH:8]([OH:10])[CH3:9])[CH:7]=1.[Si:13](Cl)([C:16]([CH3:19])([CH3:18])[CH3:17])([CH3:15])[CH3:14].N1C=CN=C1.O. The catalyst is CN(C=O)C. The product is [Br:12][C:3]1[CH:4]=[C:5]([Cl:11])[C:6]([CH:8]([O:10][Si:13]([C:16]([CH3:19])([CH3:18])[CH3:17])([CH3:15])[CH3:14])[CH3:9])=[CH:7][C:2]=1[NH2:1]. The yield is 0.920.